This data is from Forward reaction prediction with 1.9M reactions from USPTO patents (1976-2016). The task is: Predict the product of the given reaction. (1) Given the reactants C([O:8][C:9]1[N:14]=[C:13]2[NH:15][CH:16]=[N:17][C:12]2=[CH:11][CH:10]=1)C1C=CC=CC=1.[CH3:18][C:19]1[CH:24]=[CH:23][C:22]([CH3:25])=[CH:21][C:20]=1B(O)O, predict the reaction product. The product is: [CH3:18][C:19]1[CH:24]=[CH:23][C:22]([CH3:25])=[CH:21][C:20]=1[N:15]1[C:13]2=[N:14][C:9]([OH:8])=[CH:10][CH:11]=[C:12]2[N:17]=[CH:16]1. (2) Given the reactants [CH2:1]1[CH:7]2[N:2]1[S:3](=[O:13])(=[O:12])[C:4]1[CH:11]=[CH:10][CH:9]=[CH:8][C:5]=1[CH2:6]2.C(N(CC)CC)C.[CH2:21]([NH2:24])[CH:22]=[CH2:23].[OH-].[Na+].[C:27](O[C:27]([O:29][C:30]([CH3:33])([CH3:32])[CH3:31])=[O:28])([O:29][C:30]([CH3:33])([CH3:32])[CH3:31])=[O:28], predict the reaction product. The product is: [O:12]=[S:3]1(=[O:13])[C:4]2[CH:11]=[CH:10][CH:9]=[CH:8][C:5]=2[CH2:6][CH:7]([CH2:1][N:24]([CH2:21][CH:22]=[CH2:23])[C:27](=[O:28])[O:29][C:30]([CH3:33])([CH3:32])[CH3:31])[NH:2]1. (3) Given the reactants [Br:1][C:2]1[CH:7]=[CH:6][C:5]([NH:8][C:9]2[C:14]([C:15]3[O:16][C:17]([CH2:20]Cl)=[N:18][N:19]=3)=[CH:13][N:12]3[CH:22]=[CH:23][N:24]=[C:11]3[C:10]=2[Cl:25])=[C:4]([F:26])[CH:3]=1.[I-].[K+].[NH3:29], predict the reaction product. The product is: [NH2:29][CH2:20][C:17]1[O:16][C:15]([C:14]2[C:9]([NH:8][C:5]3[CH:6]=[CH:7][C:2]([Br:1])=[CH:3][C:4]=3[F:26])=[C:10]([Cl:25])[C:11]3[N:12]([CH:22]=[CH:23][N:24]=3)[CH:13]=2)=[N:19][N:18]=1. (4) The product is: [C:1]([C:4]1[CH:9]=[CH:8][C:7]([N:10]2[C:11]3=[N:12][C:13]4[C:14](=[C:20]([C:25]([O:27][CH3:28])=[O:26])[CH:21]=[CH:22][C:23]=4[Cl:24])[N:15]3[CH2:16][CH2:17][CH2:18]2)=[C:6]([CH3:29])[CH:5]=1)(=[O:3])[NH2:2]. Given the reactants [C:1]([C:4]1[CH:9]=[CH:8][C:7]([NH:10][C:11]2[N:15]([CH2:16][CH2:17][CH2:18]O)[C:14]3[C:20]([C:25]([O:27][CH3:28])=[O:26])=[CH:21][CH:22]=[C:23]([Cl:24])[C:13]=3[N:12]=2)=[C:6]([CH3:29])[CH:5]=1)(=[O:3])[NH2:2], predict the reaction product. (5) Given the reactants C[O:2][C:3]([C:5]1[N:6]=[CH:7][C:8]([N:11]2[CH2:16][CH2:15][N:14]([C:17]3[N:18]=[N:19][C:20]([CH2:25][C:26]4[CH:31]=[CH:30][CH:29]=[CH:28][CH:27]=4)=[C:21]([CH3:24])[C:22]=3[CH3:23])[CH2:13][C@H:12]2[CH3:32])=[N:9][CH:10]=1)=[O:4].[Li+].[OH-].O.C1COCC1, predict the reaction product. The product is: [CH2:25]([C:20]1[N:19]=[N:18][C:17]([N:14]2[CH2:15][CH2:16][N:11]([C:8]3[CH:7]=[N:6][C:5]([C:3]([OH:4])=[O:2])=[CH:10][N:9]=3)[C@H:12]([CH3:32])[CH2:13]2)=[C:22]([CH3:23])[C:21]=1[CH3:24])[C:26]1[CH:31]=[CH:30][CH:29]=[CH:28][CH:27]=1.